This data is from TCR-epitope binding with 47,182 pairs between 192 epitopes and 23,139 TCRs. The task is: Binary Classification. Given a T-cell receptor sequence (or CDR3 region) and an epitope sequence, predict whether binding occurs between them. (1) The TCR CDR3 sequence is CASSQSPQGTKNTEAFF. Result: 1 (the TCR binds to the epitope). The epitope is GTITVEELK. (2) The epitope is QASQEVKNW. The TCR CDR3 sequence is CASSLVGGTDEKLFF. Result: 0 (the TCR does not bind to the epitope). (3) The epitope is GTHWFVTQR. The TCR CDR3 sequence is CAPPNKASGSHEQYV. Result: 1 (the TCR binds to the epitope). (4) The TCR CDR3 sequence is CASSLGLAEIQYF. The epitope is YIFFASFYY. Result: 0 (the TCR does not bind to the epitope). (5) The epitope is ARMILMTHF. The TCR CDR3 sequence is CASSLGGTETQYF. Result: 0 (the TCR does not bind to the epitope). (6) Result: 0 (the TCR does not bind to the epitope). The TCR CDR3 sequence is CASSSDQGDTQYF. The epitope is PKYVKQNTLKLAT. (7) The epitope is AIMTRCLAV. The TCR CDR3 sequence is CASSFGSRTFGTQYF. Result: 0 (the TCR does not bind to the epitope).